The task is: Predict the reactants needed to synthesize the given product.. This data is from Full USPTO retrosynthesis dataset with 1.9M reactions from patents (1976-2016). Given the product [CH3:8][C:5]1[CH:6]=[CH:7][C:2]([S:19][C:14]2[CH:15]=[CH:16][CH:17]=[CH:18][C:13]=2[NH2:12])=[C:3]([N+:9]([O-:11])=[O:10])[CH:4]=1, predict the reactants needed to synthesize it. The reactants are: Cl[C:2]1[CH:7]=[CH:6][C:5]([CH3:8])=[CH:4][C:3]=1[N+:9]([O-:11])=[O:10].[NH2:12][C:13]1[CH:18]=[CH:17][CH:16]=[CH:15][C:14]=1[SH:19].C([O-])([O-])=O.[K+].[K+].